From a dataset of Full USPTO retrosynthesis dataset with 1.9M reactions from patents (1976-2016). Predict the reactants needed to synthesize the given product. (1) Given the product [F:18][C:14]1[C:13]([N:19]2[N:23]=[CH:22][CH:21]=[N:20]2)=[C:12]([C:10]([N:4]2[CH2:5][CH2:6][CH2:7][C@@H:8]([CH3:9])[C@H:3]2[CH2:2][NH:1][C:25]2[CH:30]=[CH:29][C:28]([C:31]([F:34])([F:33])[F:32])=[CH:27][N:26]=2)=[O:11])[CH:17]=[CH:16][CH:15]=1, predict the reactants needed to synthesize it. The reactants are: [NH2:1][CH2:2][C@@H:3]1[C@H:8]([CH3:9])[CH2:7][CH2:6][CH2:5][N:4]1[C:10]([C:12]1[CH:17]=[CH:16][CH:15]=[C:14]([F:18])[C:13]=1[N:19]1[N:23]=[CH:22][CH:21]=[N:20]1)=[O:11].F[C:25]1[CH:30]=[CH:29][C:28]([C:31]([F:34])([F:33])[F:32])=[CH:27][N:26]=1. (2) Given the product [Cl:15][C:16]1[CH:17]=[C:18]2[C:23](=[CH:24][CH:25]=1)[C:22]([CH2:26][N:7]1[C:8]3[C:13](=[CH:12][CH:11]=[CH:10][CH:9]=3)[CH:14]=[C:6]1[C:4]([OH:3])=[O:5])=[CH:21][CH:20]=[CH:19]2, predict the reactants needed to synthesize it. The reactants are: C([O:3][C:4]([C:6]1[NH:7][C:8]2[C:13]([CH:14]=1)=[CH:12][CH:11]=[CH:10][CH:9]=2)=[O:5])C.[Cl:15][C:16]1[CH:17]=[C:18]2[C:23](=[CH:24][CH:25]=1)[C:22]([CH2:26]Cl)=[CH:21][CH:20]=[CH:19]2. (3) Given the product [C:22]([O:26][C:27](=[O:37])[CH2:28][C@H:29]([N:8]([CH2:1][C:2]1[CH:7]=[CH:6][CH:5]=[CH:4][CH:3]=1)[C@@H:9]([C:10]1[CH:15]=[CH:14][CH:13]=[CH:12][CH:11]=1)[CH3:16])[C:30]1[CH:35]=[CH:34][CH:33]=[C:32]([F:36])[CH:31]=1)([CH3:25])([CH3:23])[CH3:24], predict the reactants needed to synthesize it. The reactants are: [CH2:1]([NH:8][C@H:9]([CH3:16])[C:10]1[CH:15]=[CH:14][CH:13]=[CH:12][CH:11]=1)[C:2]1[CH:7]=[CH:6][CH:5]=[CH:4][CH:3]=1.C([Li])CCC.[C:22]([O:26][C:27](=[O:37])/[CH:28]=[CH:29]/[C:30]1[CH:35]=[CH:34][CH:33]=[C:32]([F:36])[CH:31]=1)([CH3:25])([CH3:24])[CH3:23].